Dataset: Forward reaction prediction with 1.9M reactions from USPTO patents (1976-2016). Task: Predict the product of the given reaction. (1) Given the reactants O1CCCC1.[C:6]([C:8]1[CH:9]=[CH:10][C:11]([NH2:14])=[N:12][CH:13]=1)#[CH:7].[O:15]([C:22]1[CH:27]=[CH:26][C:25]([CH2:28][C:29](Cl)=[N:30][OH:31])=[CH:24][N:23]=1)[C:16]1[CH:21]=[CH:20][CH:19]=[CH:18][CH:17]=1.C(N(CC)CC)C, predict the reaction product. The product is: [O:15]([C:22]1[N:23]=[CH:24][C:25]([CH2:28][C:29]2[CH:7]=[C:6]([C:8]3[CH:9]=[CH:10][C:11]([NH2:14])=[N:12][CH:13]=3)[O:31][N:30]=2)=[CH:26][CH:27]=1)[C:16]1[CH:17]=[CH:18][CH:19]=[CH:20][CH:21]=1. (2) The product is: [C:13]([O:16][N:17]([S:7]([C:3]1[S:4][CH:5]=[CH:6][C:2]=1[Br:1])(=[O:9])=[O:8])[C:18](=[O:19])[O:20][C:21]([CH3:24])([CH3:23])[CH3:22])(=[O:15])[CH3:14]. Given the reactants [Br:1][C:2]1[CH:6]=[CH:5][S:4][C:3]=1[S:7](Cl)(=[O:9])=[O:8].[H-].[Na+].[C:13]([O:16][NH:17][C:18]([O:20][C:21]([CH3:24])([CH3:23])[CH3:22])=[O:19])(=[O:15])[CH3:14], predict the reaction product. (3) Given the reactants FC(F)(F)C(O)=O.[CH3:8][O:9][CH2:10][CH2:11][N:12]1[CH2:18][C@H:17]([C:19]2[CH:24]=[CH:23][CH:22]=[CH:21][CH:20]=2)[CH2:16][CH2:15][C@@H:14]([NH:25]C(=O)OC(C)(C)C)[C:13]1=[O:33], predict the reaction product. The product is: [NH2:25][CH:14]1[CH2:15][CH2:16][CH:17]([C:19]2[CH:20]=[CH:21][CH:22]=[CH:23][CH:24]=2)[CH2:18][N:12]([CH2:11][CH2:10][O:9][CH3:8])[C:13]1=[O:33].